From a dataset of Full USPTO retrosynthesis dataset with 1.9M reactions from patents (1976-2016). Predict the reactants needed to synthesize the given product. (1) Given the product [CH3:16][O:15][C:7]1[CH:8]=[CH:9][C:10]([N+:12]([O-:14])=[O:13])=[CH:11][C:6]=1[CH2:5][NH:4][C:1](=[O:3])[CH3:2], predict the reactants needed to synthesize it. The reactants are: [C:1]([NH:4][CH2:5][C:6]1[CH:11]=[C:10]([N+:12]([O-:14])=[O:13])[CH:9]=[CH:8][C:7]=1[OH:15])(=[O:3])[CH3:2].[C:16](=O)([O-])[O-].[Na+].[Na+].IC. (2) Given the product [N+:48]([C:51]1[CH:59]=[CH:58][CH:57]=[C:56]2[C:52]=1[CH2:53][CH2:54][N:55]2[C:45]([C:41]1[N:42]=[CH:43][N:44]=[C:39]([N:36]2[CH2:37][CH2:38][CH:33]([N:25]3[C:26]4[C:27](=[N:28][CH:29]=[CH:30][CH:31]=4)[NH:32][C:24]3=[O:23])[CH2:34][CH2:35]2)[CH:40]=1)=[O:46])([O-:50])=[O:49], predict the reactants needed to synthesize it. The reactants are: CN(C(ON1N=NC2C=CC=CC1=2)=[N+](C)C)C.[B-](F)(F)(F)F.[O:23]=[C:24]1[NH:32][C:27]2=[N:28][CH:29]=[CH:30][CH:31]=[C:26]2[N:25]1[CH:33]1[CH2:38][CH2:37][N:36]([C:39]2[N:44]=[CH:43][N:42]=[C:41]([C:45](O)=[O:46])[CH:40]=2)[CH2:35][CH2:34]1.[N+:48]([C:51]1[CH:59]=[CH:58][CH:57]=[C:56]2[C:52]=1[CH2:53][CH2:54][NH:55]2)([O-:50])=[O:49].C(N(CC)CC)C. (3) Given the product [F:42][C:29]1([C:26]2[S:27][CH:28]=[C:24]([CH2:23][O:22][C:20]3[C:6]4[CH:7]=[C:8]([C:10]5[N:11]=[C:12]6[N:16]([CH:17]=5)[N:15]=[C:14]([O:18][CH3:19])[S:13]6)[O:9][C:5]=4[CH:4]=[C:3]([O:2][CH3:1])[CH:21]=3)[N:25]=2)[CH2:34][CH2:33][CH2:32][CH2:31][CH2:30]1, predict the reactants needed to synthesize it. The reactants are: [CH3:1][O:2][C:3]1[CH:21]=[C:20]([O:22][CH2:23][C:24]2[N:25]=[C:26]([C:29]3(O)[CH2:34][CH2:33][CH2:32][CH2:31][CH2:30]3)[S:27][CH:28]=2)[C:6]2[CH:7]=[C:8]([C:10]3[N:11]=[C:12]4[N:16]([CH:17]=3)[N:15]=[C:14]([O:18][CH3:19])[S:13]4)[O:9][C:5]=2[CH:4]=1.CCN(S(F)(F)[F:42])CC. (4) Given the product [Br:1][C:2]1[CH:7]=[C:6]([CH:5]=[CH:4][C:3]=1[C:11]1([CH3:16])[CH2:14][O:15][CH2:12]1)[NH2:8], predict the reactants needed to synthesize it. The reactants are: [Br:1][C:2]1[CH:7]=[C:6]([N+:8]([O-])=O)[CH:5]=[CH:4][C:3]=1[C:11]([CH3:16])([CH2:14][OH:15])[CH2:12]O.C(C=P(CCCC)(CCCC)CCCC)#N.O.O.[Sn](Cl)Cl. (5) Given the product [F:39][C:35]1[CH:34]=[C:33]([C:31]2[N:27]=[C:26]([CH:11]3[CH2:12][CH:13]([C:15]4[CH:16]=[CH:17][C:18]([O:21][C:22]([F:23])([F:24])[F:25])=[CH:19][CH:20]=4)[CH2:14][N:9]([C:7]([N:1]4[CH2:6][CH2:5][O:4][CH2:3][CH2:2]4)=[O:8])[CH2:10]3)[S:28][CH:30]=2)[CH:38]=[CH:37][CH:36]=1, predict the reactants needed to synthesize it. The reactants are: [N:1]1([C:7]([N:9]2[CH2:14][CH:13]([C:15]3[CH:20]=[CH:19][C:18]([O:21][C:22]([F:25])([F:24])[F:23])=[CH:17][CH:16]=3)[CH2:12][CH:11]([C:26](=[S:28])[NH2:27])[CH2:10]2)=[O:8])[CH2:6][CH2:5][O:4][CH2:3][CH2:2]1.Br[CH2:30][C:31]([C:33]1[CH:38]=[CH:37][CH:36]=[C:35]([F:39])[CH:34]=1)=O. (6) Given the product [Br:15][C:16]1[CH:25]=[C:20]2[C:19](=[CH:18][CH:17]=1)[NH:26][C:27](=[O:36])[C:28]([C:29]1[CH:34]=[CH:33][CH:32]=[C:31]([Cl:35])[CH:30]=1)=[C:21]2[OH:23], predict the reactants needed to synthesize it. The reactants are: [Li]CCCC.C[Si](C)(C)N[Si](C)(C)C.[Br:15][C:16]1[CH:17]=[CH:18][C:19]([NH:26][C:27](=[O:36])[CH2:28][C:29]2[CH:34]=[CH:33][CH:32]=[C:31]([Cl:35])[CH:30]=2)=[C:20]([CH:25]=1)[C:21]([O:23]C)=O.Cl. (7) Given the product [C:13]([O:16][C:17]([NH:1][C@@H:2]([CH2:6][CH:7]=[CH2:8])[C:3]([OH:5])=[O:4])=[O:18])([CH3:15])([CH3:14])[CH3:12], predict the reactants needed to synthesize it. The reactants are: [NH2:1][C@@H:2]([CH2:6][CH:7]=[CH2:8])[C:3]([OH:5])=[O:4].[OH-].[Na+].O.[CH3:12][C:13]([O:16][C:17](O[C:17]([O:16][C:13]([CH3:15])([CH3:14])[CH3:12])=[O:18])=[O:18])([CH3:15])[CH3:14]. (8) Given the product [CH2:17]([N:24]1[CH2:29][CH2:28][CH:27]([CH2:30][CH2:31][NH:32][C:2]2[CH:7]=[C:6]([C:8]3[CH:13]=[CH:12][CH:11]=[C:10]([Cl:14])[C:9]=3[Cl:15])[N:5]=[C:4]([NH2:16])[N:3]=2)[CH2:26][CH2:25]1)[C:18]1[CH:23]=[CH:22][CH:21]=[CH:20][CH:19]=1, predict the reactants needed to synthesize it. The reactants are: Cl[C:2]1[CH:7]=[C:6]([C:8]2[CH:13]=[CH:12][CH:11]=[C:10]([Cl:14])[C:9]=2[Cl:15])[N:5]=[C:4]([NH2:16])[N:3]=1.[CH2:17]([N:24]1[CH2:29][CH2:28][CH:27]([CH2:30][CH2:31][NH2:32])[CH2:26][CH2:25]1)[C:18]1[CH:23]=[CH:22][CH:21]=[CH:20][CH:19]=1.C(N(CC)CC)C. (9) Given the product [Cl:31][C:28]1[CH:29]=[CH:30][C:25]([O:24][C:19]2[CH:18]=[CH:17][C:22]([NH:23][CH:12]([C:11]3[CH:14]=[CH:15][CH:16]=[C:9]([O:8][CH2:1][C:2]4[CH:7]=[CH:6][CH:5]=[CH:4][CH:3]=4)[CH:10]=3)[C:36]#[N:37])=[CH:21][CH:20]=2)=[CH:26][CH:27]=1, predict the reactants needed to synthesize it. The reactants are: [CH2:1]([O:8][C:9]1[CH:10]=[C:11]([CH:14]=[CH:15][CH:16]=1)[CH:12]=O)[C:2]1[CH:7]=[CH:6][CH:5]=[CH:4][CH:3]=1.[CH:17]1[C:22]([NH2:23])=[CH:21][CH:20]=[C:19]([O:24][C:25]2[CH:30]=[CH:29][C:28]([Cl:31])=[CH:27][CH:26]=2)[CH:18]=1.C[Si]([C:36]#[N:37])(C)C.